From a dataset of Reaction yield outcomes from USPTO patents with 853,638 reactions. Predict the reaction yield, written as a fraction of the theoretical maximum amount of product (1.0 means a 100% yield; for example, 0.34 means a 34% yield). (1) The reactants are O[CH2:2][C:3](=[CH2:9])[C:4]([O:6][CH2:7][CH3:8])=[O:5].[NH:10]1[CH:14]=[CH:13][CH:12]=[N:11]1.C(=O)([O-])[O-].[K+].[K+]. The catalyst is C(#N)C. The product is [N:10]1([CH2:2][C:3](=[CH2:9])[C:4]([O:6][CH2:7][CH3:8])=[O:5])[CH:14]=[CH:13][CH:12]=[N:11]1. The yield is 0.180. (2) The reactants are [H-].[Na+].[NH:3]1[CH:7]=[CH:6][N:5]=[CH:4]1.ClC[C:10]1[CH:11]=[N:12][N:13]([C:15]2[CH:20]=[CH:19][C:18]([Cl:21])=[C:17]([Cl:22])[CH:16]=2)[CH:14]=1.[CH3:23]N(C=O)C. No catalyst specified. The product is [Cl:22][C:17]1[CH:16]=[C:15]([N:13]2[CH:14]=[C:10]([N:3]3[CH:7]=[CH:6][N:5]=[CH:4]3)[C:11]([CH3:23])=[N:12]2)[CH:20]=[CH:19][C:18]=1[Cl:21]. The yield is 0.410.